This data is from Full USPTO retrosynthesis dataset with 1.9M reactions from patents (1976-2016). The task is: Predict the reactants needed to synthesize the given product. Given the product [C:13]([O:17][C:18]([N:20]1[CH2:24][CH2:23][CH2:22][C@H:21]1[CH2:25][N:26]([C:61]([C:52]1[CH:51]=[C:50]([O:49][CH3:48])[C:55]2[O:56][C:57]([CH3:60])([CH3:59])[O:58][C:54]=2[CH:53]=1)=[O:62])[CH2:11][C:2]1[CH:3]=[N:4][C:5]2[C:10](=[CH:9][CH:8]=[CH:7][CH:6]=2)[N:1]=1)=[O:19])([CH3:16])([CH3:15])[CH3:14], predict the reactants needed to synthesize it. The reactants are: [N:1]1[C:10]2[C:5](=[CH:6][CH:7]=[CH:8][CH:9]=2)[N:4]=[CH:3][C:2]=1[CH:11]=O.[C:13]([O:17][C:18]([N:20]1[CH2:24][CH2:23][CH2:22][C@H:21]1[CH2:25][NH2:26])=[O:19])([CH3:16])([CH3:15])[CH3:14].C(O[BH-](OC(=O)C)OC(=O)C)(=O)C.[Na+].C(N(CC)CC)C.[CH3:48][O:49][C:50]1[C:55]2[O:56][C:57]([CH3:60])([CH3:59])[O:58][C:54]=2[CH:53]=[C:52]([C:61](Cl)=[O:62])[CH:51]=1.